Dataset: Full USPTO retrosynthesis dataset with 1.9M reactions from patents (1976-2016). Task: Predict the reactants needed to synthesize the given product. (1) The reactants are: Br[C:2]1[CH:7]=[CH:6][C:5]([C:8]2[N:12]3[CH:13]=[C:14]([C:17]4[N:24]5[C:20]([O:21][CH:22]=[CH:23]5)=[N:19][C:18]=4[C:25]4[CH:30]=[CH:29][C:28]([F:31])=[CH:27][CH:26]=4)[CH:15]=[CH:16][C:11]3=[N:10][N:9]=2)=[C:4]([F:32])[CH:3]=1.[NH2:33][CH2:34][C:35]([CH3:39])([CH3:38])[CH2:36][OH:37].CN([CH:43]=[O:44])C. Given the product [F:32][C:4]1[CH:3]=[C:2]([CH:7]=[CH:6][C:5]=1[C:8]1[N:12]2[CH:13]=[C:14]([C:17]3[N:24]4[C:20]([O:21][CH:22]=[CH:23]4)=[N:19][C:18]=3[C:25]3[CH:30]=[CH:29][C:28]([F:31])=[CH:27][CH:26]=3)[CH:15]=[CH:16][C:11]2=[N:10][N:9]=1)[C:43]([NH:33][CH2:34][C:35]([CH3:39])([CH3:38])[CH2:36][OH:37])=[O:44], predict the reactants needed to synthesize it. (2) Given the product [Br:16][C:13]1[CH:14]=[CH:15][C:10]([C:9]2[O:8][N:7]=[C:6]([CH3:17])[C:5]=2[C:3](=[O:4])[CH2:2][S:26][C:22]2[CH:23]=[CH:24][CH:25]=[C:20]([O:19][CH3:18])[CH:21]=2)=[CH:11][CH:12]=1, predict the reactants needed to synthesize it. The reactants are: Br[CH2:2][C:3]([C:5]1[C:6]([CH3:17])=[N:7][O:8][C:9]=1[C:10]1[CH:15]=[CH:14][C:13]([Br:16])=[CH:12][CH:11]=1)=[O:4].[CH3:18][O:19][C:20]1[CH:21]=[C:22]([SH:26])[CH:23]=[CH:24][CH:25]=1.